From a dataset of Full USPTO retrosynthesis dataset with 1.9M reactions from patents (1976-2016). Predict the reactants needed to synthesize the given product. Given the product [N:1]([CH2:4][CH2:5][CH2:6][C:7]1([C:36]2[CH:41]=[CH:40][CH:39]=[CH:38][CH:37]=2)[N:11]([C:12]2[S:13][C:14]3[CH2:15][NH:16][CH2:17][CH2:18][C:19]=3[N:20]=2)[N:10]=[C:9]([C:28]2[CH:33]=[C:32]([F:34])[CH:31]=[CH:30][C:29]=2[F:35])[S:8]1)=[N+:2]=[N-:3], predict the reactants needed to synthesize it. The reactants are: [N:1]([CH2:4][CH2:5][CH2:6][C:7]1([C:36]2[CH:41]=[CH:40][CH:39]=[CH:38][CH:37]=2)[N:11]([C:12]2[S:13][C:14]3[CH2:15][N:16](C(OC(C)(C)C)=O)[CH2:17][CH2:18][C:19]=3[N:20]=2)[N:10]=[C:9]([C:28]2[CH:33]=[C:32]([F:34])[CH:31]=[CH:30][C:29]=2[F:35])[S:8]1)=[N+:2]=[N-:3].C(O)(C(F)(F)F)=O.